Dataset: TCR-epitope binding with 47,182 pairs between 192 epitopes and 23,139 TCRs. Task: Binary Classification. Given a T-cell receptor sequence (or CDR3 region) and an epitope sequence, predict whether binding occurs between them. (1) The epitope is VSFIEFVGW. The TCR CDR3 sequence is CASSFTWTSGETTDTQYF. Result: 1 (the TCR binds to the epitope). (2) The epitope is GTSGSPIVNR. The TCR CDR3 sequence is CASSSPSGLAGQETQYF. Result: 0 (the TCR does not bind to the epitope). (3) The epitope is EILDITPCSF. The TCR CDR3 sequence is CASRQGPGTSGYNEQFF. Result: 1 (the TCR binds to the epitope). (4) The epitope is RPRGEVRFL. The TCR CDR3 sequence is CASSPRGGGGGETQYF. Result: 0 (the TCR does not bind to the epitope). (5) The epitope is EHPTFTSQYRIQGKL. The TCR CDR3 sequence is CSARDYRGTYEQYF. Result: 1 (the TCR binds to the epitope). (6) The epitope is MMISAGFSL. The TCR CDR3 sequence is CASSDTGRAYYGYTF. Result: 0 (the TCR does not bind to the epitope). (7) The epitope is FIAGLIAIV. The TCR CDR3 sequence is CASSEATASYNEQFF. Result: 0 (the TCR does not bind to the epitope).